Dataset: Reaction yield outcomes from USPTO patents with 853,638 reactions. Task: Predict the reaction yield, written as a fraction of the theoretical maximum amount of product (1.0 means a 100% yield; for example, 0.34 means a 34% yield). (1) The reactants are [Cl:1][C:2]1[N:10]=[C:9]2[C:5]([N:6]=[C:7]([CH2:12][CH:13]=O)[N:8]2[CH3:11])=[C:4]([N:15]2[CH2:20][CH2:19][O:18][CH2:17][CH2:16]2)[N:3]=1.[O:21]1[CH2:26][CH2:25][CH:24]([N:27]2[CH2:32][CH2:31][NH:30][CH2:29][CH2:28]2)[CH2:23][CH2:22]1.C(O[BH-](OC(=O)C)OC(=O)C)(=O)C.[Na+]. The catalyst is ClCCCl. The product is [Cl:1][C:2]1[N:10]=[C:9]2[C:5]([N:6]=[C:7]([CH2:12][CH2:13][N:30]3[CH2:29][CH2:28][N:27]([CH:24]4[CH2:25][CH2:26][O:21][CH2:22][CH2:23]4)[CH2:32][CH2:31]3)[N:8]2[CH3:11])=[C:4]([N:15]2[CH2:20][CH2:19][O:18][CH2:17][CH2:16]2)[N:3]=1. The yield is 0.340. (2) The reactants are [F:1][C:2]1[C:3]([NH:23][C:24]2[CH:29]=[CH:28][C:27](I)=[CH:26][C:25]=2[F:31])=[C:4]([C:9]2[O:13][C:12]([NH:14][CH2:15][CH2:16][N:17]3[CH2:22][CH2:21][O:20][CH2:19][CH2:18]3)=[N:11][N:10]=2)[CH:5]=[CH:6][C:7]=1[F:8].[CH3:32][Si:33]([C:36]#[CH:37])([CH3:35])[CH3:34]. The catalyst is O1CC(CCN)C(CCN)C1CCN.C(OCC)(=O)C.[Cu](I)I. The product is [F:1][C:2]1[C:3]([NH:23][C:24]2[CH:29]=[CH:28][C:27]([C:37]#[C:36][Si:33]([CH3:35])([CH3:34])[CH3:32])=[CH:26][C:25]=2[F:31])=[C:4]([C:9]2[O:13][C:12]([NH:14][CH2:15][CH2:16][N:17]3[CH2:22][CH2:21][O:20][CH2:19][CH2:18]3)=[N:11][N:10]=2)[CH:5]=[CH:6][C:7]=1[F:8]. The yield is 0.820. (3) The reactants are [CH:1]1[C:11]2[CH:10]([OH:12])[C:9]3[CH:13]=[CH:14][CH:15]=[CH:16][C:8]=3[CH2:7][S:6][C:5]=2[CH:4]=[CH:3][CH:2]=1.[H-].[Na+].[C:19]([O:23]C(=O)CBr)(C)(C)[CH3:20].[H-].[Al+3].[Li+].[H-].[H-].[H-]. The catalyst is C1COCC1.CCOCC. The product is [CH:1]1[C:11]2[CH:10]([O:12][CH2:20][CH2:19][OH:23])[C:9]3[CH:13]=[CH:14][CH:15]=[CH:16][C:8]=3[CH2:7][S:6][C:5]=2[CH:4]=[CH:3][CH:2]=1. The yield is 0.630. (4) The reactants are [CH3:1][O:2][C:3]([C:5]1[C:10]([NH:11][C:12]2[CH:17]=[CH:16][C:15]([Si](C)(C)C)=[CH:14][C:13]=2[F:22])=[N:9][C:8]([CH2:23][NH:24][CH:25]=[O:26])=[CH:7][N:6]=1)=[O:4].[I:27]Cl. The catalyst is ClCCl. The product is [CH3:1][O:2][C:3]([C:5]1[C:10]([NH:11][C:12]2[CH:17]=[CH:16][C:15]([I:27])=[CH:14][C:13]=2[F:22])=[N:9][C:8]([CH2:23][NH:24][CH:25]=[O:26])=[CH:7][N:6]=1)=[O:4]. The yield is 0.990. (5) The reactants are [CH3:1][N:2]([CH2:4][C:5]1[CH:22]=[CH:21][C:8](/[CH:9]=[N:10]/[C:11]2[CH:19]=[CH:18][CH:17]=[C:16]3[C:12]=2[CH2:13][O:14][C:15]3=[O:20])=[CH:7][CH:6]=1)[CH3:3].[CH:23]([C:26]1[CH:33]=[CH:32][C:29]([CH:30]=O)=[CH:28][CH:27]=1)([CH3:25])[CH3:24].[O-:34][CH2:35][CH3:36].[Na+].C(O)C. The catalyst is C(OCC)(=O)CC. The product is [CH3:1][N:2]([CH2:4][C:5]1[CH:22]=[CH:21][C:8]([CH:9]2[CH:30]([C:29]3[CH:32]=[CH:33][C:26]([CH:23]([CH3:25])[CH3:24])=[CH:27][CH:28]=3)[C:35](=[O:34])[C:36]3[C:16]([C:15]([O:14][CH2:13][CH3:12])=[O:20])=[CH:17][CH:18]=[CH:19][C:11]=3[NH:10]2)=[CH:7][CH:6]=1)[CH3:3]. The yield is 0.220. (6) The reactants are O.[SH-].[Na+].[CH3:4][C:5]1([CH3:14])[O:9][N:8]=[C:7]([S:10]([CH3:13])(=O)=O)[CH2:6]1.BrC[C:17]1[C:18]([C:29]([F:32])([F:31])[F:30])=[N:19][N:20]([C:23]2[CH:28]=[CH:27][CH:26]=[CH:25][CH:24]=2)[C:21]=1[F:22].O. The catalyst is CN(C)C=O. The product is [CH3:4][C:5]1([CH3:14])[O:9][N:8]=[C:7]([S:10][CH2:13][C:17]2[C:18]([C:29]([F:32])([F:31])[F:30])=[N:19][N:20]([C:23]3[CH:28]=[CH:27][CH:26]=[CH:25][CH:24]=3)[C:21]=2[F:22])[CH2:6]1. The yield is 0.374. (7) The reactants are C([O-])([O-])=O.[Cs+].[Cs+].[C:7]1([S:13]([CH2:16][C:17]2[O:18][C:19]([C:22]([F:25])([F:24])[F:23])=[N:20][N:21]=2)(=[O:15])=[O:14])[CH:12]=[CH:11][CH:10]=[CH:9][CH:8]=1.[C:26]1(=[O:31])[CH2:30][CH2:29][CH:28]=[CH:27]1. The catalyst is C1COCC1.[NH4+].[Cl-]. The product is [C:7]1([S:13]([CH:16]([C:17]2[O:18][C:19]([C:22]([F:24])([F:25])[F:23])=[N:20][N:21]=2)[CH:28]2[CH2:29][CH2:30][C:26](=[O:31])[CH2:27]2)(=[O:15])=[O:14])[CH:8]=[CH:9][CH:10]=[CH:11][CH:12]=1. The yield is 0.900.